From a dataset of Full USPTO retrosynthesis dataset with 1.9M reactions from patents (1976-2016). Predict the reactants needed to synthesize the given product. (1) Given the product [Br:29][C:30]1[S:34][C:33]([C:35]2[CH:40]=[CH:39][N:38]=[C:37]([NH:1][CH2:2][CH2:3][N:4]3[C:8]([CH3:9])([CH3:10])[C:7](=[O:11])[NH:6][C:5]3=[O:12])[N:36]=2)=[CH:32][CH:31]=1, predict the reactants needed to synthesize it. The reactants are: [NH2:1][CH2:2][CH2:3][N:4]1[C:8]([CH3:10])([CH3:9])[C:7](=[O:11])[NH:6][C:5]1=[O:12].C(N(CC)C(C)C)(C)C.CN1CCCC1=O.[Br:29][C:30]1[S:34][C:33]([C:35]2[CH:40]=[CH:39][N:38]=[C:37](Cl)[N:36]=2)=[CH:32][CH:31]=1. (2) The reactants are: [C:1]([O:5][C:6]([N:8]1[CH2:20][C@@H:19]([CH3:21])[N:18]2[C:10](=[CH:11][C:12]3[C:17]2=[N:16][C:15](Br)=[CH:14][CH:13]=3)[CH2:9]1)=[O:7])([CH3:4])([CH3:3])[CH3:2].[C:23](=O)([O-])[O-].[Na+].[Na+].CB1OB(C)OB(C)O1.[OH-].[Na+]. Given the product [C:1]([O:5][C:6]([N:8]1[CH2:20][C@@H:19]([CH3:21])[N:18]2[C:10](=[CH:11][C:12]3[C:17]2=[N:16][C:15]([CH3:23])=[CH:14][CH:13]=3)[CH2:9]1)=[O:7])([CH3:4])([CH3:3])[CH3:2], predict the reactants needed to synthesize it. (3) Given the product [Br:23][C:24]1[CH:32]=[CH:31][C:27]([C:28]([NH:1][C:2]2[CH:3]=[CH:4][C:5]([O:18][C:19]([F:21])([F:22])[F:20])=[C:6]([NH:8][C:9](=[O:17])[CH2:10][N:11]3[CH2:12][CH2:13][O:14][CH2:15][CH2:16]3)[CH:7]=2)=[O:29])=[CH:26][CH:25]=1, predict the reactants needed to synthesize it. The reactants are: [NH2:1][C:2]1[CH:3]=[CH:4][C:5]([O:18][C:19]([F:22])([F:21])[F:20])=[C:6]([NH:8][C:9](=[O:17])[CH2:10][N:11]2[CH2:16][CH2:15][O:14][CH2:13][CH2:12]2)[CH:7]=1.[Br:23][C:24]1[CH:32]=[CH:31][C:27]([C:28](O)=[O:29])=[CH:26][CH:25]=1.F[P-](F)(F)(F)(F)F.N1(O[P+](N2CCCC2)(N2CCCC2)N2CCCC2)C2C=CC=CC=2N=N1.C(N(C(C)C)CC)(C)C. (4) Given the product [ClH:22].[S:16]1[CH:17]=[C:13]([C:10]2([OH:12])[CH2:11][NH:8][CH2:9]2)[C:14]2[CH:21]=[CH:20][CH:19]=[CH:18][C:15]1=2, predict the reactants needed to synthesize it. The reactants are: C(OC([N:8]1[CH2:11][C:10]([C:13]2[C:14]3[CH:21]=[CH:20][CH:19]=[CH:18][C:15]=3[S:16][CH:17]=2)([OH:12])[CH2:9]1)=O)(C)(C)C.[ClH:22]. (5) The reactants are: [CH3:1][N:2]1[C:7]([CH3:8])=[CH:6][C:5]([OH:9])=[C:4]([C:10]([O:12]CC)=O)[C:3]1=[O:15].[NH2:16][C:17]1[S:18][CH:19]=[C:20]([CH2:22][CH3:23])[N:21]=1.BrC1C=CC=CC=1. Given the product [CH3:1][N:2]1[C:7]([CH3:8])=[CH:6][C:5]([OH:9])=[C:4]([C:10]([NH:16][C:17]2[S:18][CH:19]=[C:20]([CH2:22][CH3:23])[N:21]=2)=[O:12])[C:3]1=[O:15], predict the reactants needed to synthesize it. (6) Given the product [CH2:2]([NH:9][C:10]1[C:15]([NH:16][N:17]=[CH:32][C:30]2[O:31][C:27]([C:21]3[CH:22]=[CH:23][CH:24]=[CH:25][CH:26]=3)=[CH:28][CH:29]=2)=[N:14][C:13]2=[N:18][O:19][N:20]=[C:12]2[N:11]=1)[C:3]1[CH:4]=[CH:5][CH:6]=[CH:7][CH:8]=1, predict the reactants needed to synthesize it. The reactants are: Cl.[CH2:2]([NH:9][C:10]1[C:15]([NH:16][NH2:17])=[N:14][C:13]2=[N:18][O:19][N:20]=[C:12]2[N:11]=1)[C:3]1[CH:8]=[CH:7][CH:6]=[CH:5][CH:4]=1.[C:21]1([C:27]2[O:31][C:30]([CH:32]=O)=[CH:29][CH:28]=2)[CH:26]=[CH:25][CH:24]=[CH:23][CH:22]=1. (7) Given the product [C:15]([C:14]1[CH:13]=[CH:12][CH:11]=[C:10]([C:19]2[CH:24]=[CH:23][CH:22]=[C:21]([CH:25]([C:27]3[CH:32]=[CH:31][CH:30]=[CH:29][N:28]=3)[CH3:26])[CH:20]=2)[C:9]=1[OH:8])([CH3:16])([CH3:17])[CH3:18], predict the reactants needed to synthesize it. The reactants are: C([O:8][C:9]1[C:14]([C:15]([CH3:18])([CH3:17])[CH3:16])=[CH:13][CH:12]=[CH:11][C:10]=1[C:19]1[CH:24]=[CH:23][CH:22]=[C:21]([C:25]([C:27]2[CH:32]=[CH:31][CH:30]=[CH:29][N:28]=2)=[CH2:26])[CH:20]=1)C1C=CC=CC=1. (8) Given the product [CH:1]([NH:4][P:6]([NH:4][CH:1]([CH3:3])[CH3:2])[C:7]1[CH:12]=[CH:11][CH:10]=[CH:9][CH:8]=1)([CH3:3])[CH3:2], predict the reactants needed to synthesize it. The reactants are: [CH:1]([NH2:4])([CH3:3])[CH3:2].Cl[P:6](Cl)[C:7]1[CH:12]=[CH:11][CH:10]=[CH:9][CH:8]=1. (9) Given the product [CH3:15][O:16][C:17]1([O:28][CH3:29])[CH2:22][CH2:21][C:20]([C:31]([O:33][CH3:34])=[O:32])([C:23]([O:25][CH2:26][CH3:27])=[O:24])[CH2:19][CH2:18]1, predict the reactants needed to synthesize it. The reactants are: CCN(C(C)C)C(C)C.[Li]CCCC.[CH3:15][O:16][C:17]1([O:28][CH3:29])[CH2:22][CH2:21][CH:20]([C:23]([O:25][CH2:26][CH3:27])=[O:24])[CH2:19][CH2:18]1.Cl[C:31]([O:33][CH3:34])=[O:32].